From a dataset of Peptide-MHC class I binding affinity with 185,985 pairs from IEDB/IMGT. Regression. Given a peptide amino acid sequence and an MHC pseudo amino acid sequence, predict their binding affinity value. This is MHC class I binding data. The peptide sequence is LSPETLVGV. The MHC is HLA-A02:01 with pseudo-sequence HLA-A02:01. The binding affinity (normalized) is 0.371.